Dataset: NCI-60 drug combinations with 297,098 pairs across 59 cell lines. Task: Regression. Given two drug SMILES strings and cell line genomic features, predict the synergy score measuring deviation from expected non-interaction effect. (1) Drug 1: C1CCN(CC1)CCOC2=CC=C(C=C2)C(=O)C3=C(SC4=C3C=CC(=C4)O)C5=CC=C(C=C5)O. Drug 2: CC1=C(C=C(C=C1)NC2=NC=CC(=N2)N(C)C3=CC4=NN(C(=C4C=C3)C)C)S(=O)(=O)N.Cl. Cell line: OVCAR-5. Synergy scores: CSS=2.84, Synergy_ZIP=2.48, Synergy_Bliss=6.56, Synergy_Loewe=2.85, Synergy_HSA=3.91. (2) Drug 1: CC1=C(C=C(C=C1)C(=O)NC2=CC(=CC(=C2)C(F)(F)F)N3C=C(N=C3)C)NC4=NC=CC(=N4)C5=CN=CC=C5. Drug 2: CS(=O)(=O)OCCCCOS(=O)(=O)C. Cell line: SK-MEL-5. Synergy scores: CSS=8.36, Synergy_ZIP=-3.43, Synergy_Bliss=0.799, Synergy_Loewe=1.60, Synergy_HSA=1.89. (3) Drug 1: CC1C(C(CC(O1)OC2CC(CC3=C2C(=C4C(=C3O)C(=O)C5=C(C4=O)C(=CC=C5)OC)O)(C(=O)C)O)N)O.Cl. Drug 2: C1C(C(OC1N2C=C(C(=O)NC2=O)F)CO)O. Cell line: COLO 205. Synergy scores: CSS=55.4, Synergy_ZIP=-1.70, Synergy_Bliss=-1.12, Synergy_Loewe=2.68, Synergy_HSA=3.21. (4) Synergy scores: CSS=14.0, Synergy_ZIP=-5.57, Synergy_Bliss=-2.05, Synergy_Loewe=-5.38, Synergy_HSA=-0.908. Drug 1: CCCS(=O)(=O)NC1=C(C(=C(C=C1)F)C(=O)C2=CNC3=C2C=C(C=N3)C4=CC=C(C=C4)Cl)F. Drug 2: CC1=C(C(CCC1)(C)C)C=CC(=CC=CC(=CC(=O)O)C)C. Cell line: SF-539. (5) Drug 1: CC12CCC(CC1=CCC3C2CCC4(C3CC=C4C5=CN=CC=C5)C)O. Drug 2: C1=CC(=CC=C1CC(C(=O)O)N)N(CCCl)CCCl.Cl. Cell line: MALME-3M. Synergy scores: CSS=20.7, Synergy_ZIP=-0.936, Synergy_Bliss=3.30, Synergy_Loewe=-2.47, Synergy_HSA=1.42. (6) Drug 1: C1CCC(C(C1)N)N.C(=O)(C(=O)[O-])[O-].[Pt+4]. Drug 2: C(CCl)NC(=O)N(CCCl)N=O. Cell line: NCI-H226. Synergy scores: CSS=11.7, Synergy_ZIP=-3.04, Synergy_Bliss=1.67, Synergy_Loewe=-7.47, Synergy_HSA=2.28. (7) Drug 1: CCN(CC)CCNC(=O)C1=C(NC(=C1C)C=C2C3=C(C=CC(=C3)F)NC2=O)C. Drug 2: C(CC(=O)O)C(=O)CN.Cl. Cell line: HCT116. Synergy scores: CSS=0.660, Synergy_ZIP=-0.180, Synergy_Bliss=-0.206, Synergy_Loewe=-0.0362, Synergy_HSA=-0.725.